Predict the product of the given reaction. From a dataset of Forward reaction prediction with 1.9M reactions from USPTO patents (1976-2016). (1) The product is: [CH2:27]([N:14]1[CH2:13][CH2:12][CH:11]([C:7]2[C:6]([F:17])=[C:5]([CH:3]([OH:4])[C:2]([F:1])([F:18])[F:19])[CH:10]=[CH:9][CH:8]=2)[CH2:16][CH2:15]1)[CH3:28]. Given the reactants [F:1][C:2]([F:19])([F:18])[CH:3]([C:5]1[CH:10]=[CH:9][CH:8]=[C:7]([CH:11]2[CH2:16][CH2:15][NH:14][CH2:13][CH2:12]2)[C:6]=1[F:17])[OH:4].C(=O)([O-])[O-].[K+].[K+].I[CH2:27][CH3:28].CS(OC1C=CC=C(C2CCNCC2)C=1F)(=O)=O, predict the reaction product. (2) Given the reactants [Cl:1][C:2]1[CH:8]=[CH:7][C:5]([NH2:6])=[CH:4][C:3]=1[C:9]([F:12])([F:11])[F:10].[C:13]([O:18][CH2:19][CH3:20])(=[O:17])[C:14]([CH3:16])=O, predict the reaction product. The product is: [CH2:19]([O:18][C:13](=[O:17])[C@H:14]([CH3:16])[NH:6][C:5]1[CH:7]=[CH:8][C:2]([Cl:1])=[C:3]([C:9]([F:10])([F:11])[F:12])[CH:4]=1)[CH3:20].